This data is from Forward reaction prediction with 1.9M reactions from USPTO patents (1976-2016). The task is: Predict the product of the given reaction. Given the reactants [F:1][C:2]1[CH:3]=[C:4]2[C:11]([C:12]3[N:13]=[N:14][C:15]4[C:20]([CH3:22])([CH3:21])[C:19](=[O:23])[NH:18][C:16]=4[N:17]=3)=[N:10][NH:9][C:5]2=[N:6][C:7]=1[CH3:8].C(=O)([O-])[O-].[Cs+].[Cs+].Br[CH2:31][C:32]1[C:37]([F:38])=[C:36]([F:39])[CH:35]=[CH:34][C:33]=1[F:40], predict the reaction product. The product is: [F:1][C:2]1[CH:3]=[C:4]2[C:11]([C:12]3[N:13]=[N:14][C:15]4[C:20]([CH3:21])([CH3:22])[C:19](=[O:23])[NH:18][C:16]=4[N:17]=3)=[N:10][N:9]([CH2:31][C:32]3[C:33]([F:40])=[CH:34][CH:35]=[C:36]([F:39])[C:37]=3[F:38])[C:5]2=[N:6][C:7]=1[CH3:8].